Dataset: Full USPTO retrosynthesis dataset with 1.9M reactions from patents (1976-2016). Task: Predict the reactants needed to synthesize the given product. (1) Given the product [NH2:7][C@@H:8]1[CH2:9][CH2:10][C@H:11]([O:14][C:15]2[CH:16]=[C:17]3[C:22](=[CH:23][CH:24]=2)[C:21]([NH2:25])=[N:20][CH:19]=[CH:18]3)[CH2:12][CH2:13]1, predict the reactants needed to synthesize it. The reactants are: C(OC(=O)[NH:7][C@H:8]1[CH2:13][CH2:12][C@@H:11]([O:14][C:15]2[CH:16]=[C:17]3[C:22](=[CH:23][CH:24]=2)[C:21]([NH2:25])=[N:20][CH:19]=[CH:18]3)[CH2:10][CH2:9]1)(C)(C)C. (2) Given the product [CH3:13][O:14][C:15]1[CH:21]=[CH:20][C:18]([NH:19][C:23]2[CH:31]=[C:30]([F:32])[C:29]([F:33])=[CH:28][C:24]=2[C:25]([OH:27])=[O:26])=[CH:17][CH:16]=1, predict the reactants needed to synthesize it. The reactants are: [Li]CCCC.C(NC(C)C)(C)C.[CH3:13][O:14][C:15]1[CH:21]=[CH:20][C:18]([NH2:19])=[CH:17][CH:16]=1.F[C:23]1[CH:31]=[C:30]([F:32])[C:29]([F:33])=[CH:28][C:24]=1[C:25]([OH:27])=[O:26]. (3) The reactants are: [CH3:1][C:2]1[C:3]([C:12]2[CH:33]=[C:15]3[N:16]=[C:17]([N:27]4[CH2:31][CH2:30][CH:29]([OH:32])[CH2:28]4)[CH:18]=[C:19]([NH:20][CH:21]4[CH2:26][CH2:25][O:24][CH2:23][CH2:22]4)[N:14]3[N:13]=2)=[N:4][C:5]2[C:10]([N:11]=1)=[CH:9][CH:8]=[CH:7][CH:6]=2.[CH3:34][S:35](Cl)(=[O:37])=[O:36].C(N(CC)CC)C.O. Given the product [CH3:34][S:35]([O:32][C@H:29]1[CH2:30][CH2:31][N:27]([C:17]2[CH:18]=[C:19]([NH:20][CH:21]3[CH2:22][CH2:23][O:24][CH2:25][CH2:26]3)[N:14]3[N:13]=[C:12]([C:3]4[C:2]([CH3:1])=[N:11][C:10]5[C:5](=[CH:6][CH:7]=[CH:8][CH:9]=5)[N:4]=4)[CH:33]=[C:15]3[N:16]=2)[CH2:28]1)(=[O:37])=[O:36], predict the reactants needed to synthesize it.